Dataset: Reaction yield outcomes from USPTO patents with 853,638 reactions. Task: Predict the reaction yield, written as a fraction of the theoretical maximum amount of product (1.0 means a 100% yield; for example, 0.34 means a 34% yield). (1) The reactants are [CH3:1][N:2]([CH:10]1[CH2:15][CH2:14][CH:13]([O:16][C:17]2[N:18]=[CH:19][N:20]=[C:21]3[C:28]=2[C:27]2[C@@H:26]([CH2:29][CH:30]=[O:31])[CH2:25][CH2:24][C:23]=2[S:22]3)[CH2:12][CH2:11]1)[C:3](=[O:9])[O:4][C:5]([CH3:8])([CH3:7])[CH3:6].B([CH2:37][CH3:38])(CC)CC.[C:39]([O:43]O)(C)(C)[CH3:40].O=O.[NH4+].[OH-]. The catalyst is C1COCC1. The product is [OH:31][C@H:30]([C@@H:38]1[CH2:37][CH2:40][CH2:39][O:43]1)[CH2:29][C@H:26]1[CH2:25][CH2:24][C:23]2[S:22][C:21]3[C:28](=[C:17]([O:16][CH:13]4[CH2:14][CH2:15][CH:10]([N:2]([CH3:1])[C:3](=[O:9])[O:4][C:5]([CH3:8])([CH3:6])[CH3:7])[CH2:11][CH2:12]4)[N:18]=[CH:19][N:20]=3)[C:27]1=2. The yield is 0.400. (2) The yield is 0.400. The catalyst is CC(N(C)C)=O.C1C=CC([P]([Pd]([P](C2C=CC=CC=2)(C2C=CC=CC=2)C2C=CC=CC=2)([P](C2C=CC=CC=2)(C2C=CC=CC=2)C2C=CC=CC=2)[P](C2C=CC=CC=2)(C2C=CC=CC=2)C2C=CC=CC=2)(C2C=CC=CC=2)C2C=CC=CC=2)=CC=1. The reactants are Br[C:2]1[CH:11]=[CH:10][C:5]([C:6]([O:8][CH3:9])=[O:7])=[CH:4][C:3]=1[CH3:12].[C:13]([O:17][C:18]([CH3:21])([CH3:20])[CH3:19])(=[O:16])[CH:14]=[CH2:15].C([O-])(=O)C.[Na+]. The product is [CH3:9][O:8][C:6](=[O:7])[C:5]1[CH:10]=[CH:11][C:2](/[CH:15]=[CH:14]/[C:13]([O:17][C:18]([CH3:21])([CH3:20])[CH3:19])=[O:16])=[C:3]([CH3:12])[CH:4]=1. (3) The reactants are Cl[C:2]1[N:7]=[C:6]([NH:8][CH2:9][CH2:10][CH2:11][N:12]([CH2:15][CH3:16])[CH2:13][CH3:14])[N:5]=[C:4]2[N:17]([C:22]3[C:27]([F:28])=[CH:26][CH:25]=[CH:24][C:23]=3[F:29])[C:18](=[O:21])[NH:19][CH2:20][C:3]=12.[CH3:30][C:31]1[CH:39]=[CH:38][C:34]([C:35]([OH:37])=[O:36])=[CH:33][C:32]=1B1OC(C)(C)C(C)(C)O1.C(=O)([O-])[O-].[K+].[K+]. The catalyst is O1CCOCC1.O.[Pd].C1(P(C2C=CC=CC=2)C2C=CC=CC=2)C=CC=CC=1.C1(P(C2C=CC=CC=2)C2C=CC=CC=2)C=CC=CC=1.C1(P(C2C=CC=CC=2)C2C=CC=CC=2)C=CC=CC=1.C1(P(C2C=CC=CC=2)C2C=CC=CC=2)C=CC=CC=1. The product is [CH2:13]([N:12]([CH2:15][CH3:16])[CH2:11][CH2:10][CH2:9][NH:8][C:6]1[N:7]=[C:2]([C:32]2[CH:33]=[C:34]([CH:38]=[CH:39][C:31]=2[CH3:30])[C:35]([OH:37])=[O:36])[C:3]2[CH2:20][NH:19][C:18](=[O:21])[N:17]([C:22]3[C:27]([F:28])=[CH:26][CH:25]=[CH:24][C:23]=3[F:29])[C:4]=2[N:5]=1)[CH3:14]. The yield is 0.260. (4) The reactants are Cl.[Cl:2][CH2:3][CH2:4][NH2:5].[CH3:6][CH2:7][CH2:8][CH2:9][CH2:10][CH3:11].[C:12]([O:15]CC)(=[O:14])C. The catalyst is C(OCC)C.CCCCCC. The product is [Cl:2][CH2:3][CH2:4][NH:5][C:12](=[O:14])[O:15][C:8]1[CH:7]=[CH:6][CH:11]=[CH:10][CH:9]=1. The yield is 0.610. (5) The yield is 0.430. No catalyst specified. The product is [Br:15][C:16]1[CH:21]=[C:20]([N:10]2[C:4]3[CH:3]=[C:2]([Cl:1])[N:7]=[CH:6][C:5]=3[C:8]([C:11]([O:13][CH3:14])=[O:12])=[N:9]2)[CH:19]=[CH:18][CH:17]=1. The reactants are [Cl:1][C:2]1[N:7]=[CH:6][C:5]2[C:8]([C:11]([O:13][CH3:14])=[O:12])=[N:9][NH:10][C:4]=2[CH:3]=1.[Br:15][C:16]1[CH:17]=[C:18](B(O)O)[CH:19]=[CH:20][CH:21]=1.